This data is from Full USPTO retrosynthesis dataset with 1.9M reactions from patents (1976-2016). The task is: Predict the reactants needed to synthesize the given product. Given the product [CH2:1]([N:4]1[CH:8]=[CH:7][N:6]=[C:5]1[C:9]1[S:10][C:11]([C:25]2[CH:30]=[CH:29][N:28]=[C:27]([NH:31][C:32](=[O:34])[CH3:33])[CH:26]=2)=[CH:12][C:13]=1[C:14]1[CH:19]=[CH:18][C:17]([Cl:20])=[CH:16][C:15]=1[Cl:21])[CH:2]=[CH2:3], predict the reactants needed to synthesize it. The reactants are: [CH2:1]([N:4]1[CH:8]=[CH:7][N:6]=[C:5]1[C:9]1[S:10][C:11](I)=[CH:12][C:13]=1[C:14]1[CH:19]=[CH:18][C:17]([Cl:20])=[CH:16][C:15]=1[Cl:21])[CH:2]=[CH2:3].C[Sn](C)(C)[C:25]1[CH:30]=[CH:29][N:28]=[C:27]([NH:31][C:32](=[O:34])[CH3:33])[CH:26]=1.[Li+].[Cl-].